From a dataset of Reaction yield outcomes from USPTO patents with 853,638 reactions. Predict the reaction yield, written as a fraction of the theoretical maximum amount of product (1.0 means a 100% yield; for example, 0.34 means a 34% yield). (1) The reactants are C[O:2][C:3]([C:5]1[CH:10]=[N:9][C:8]([N:11]2[CH2:16][CH2:15][CH2:14][CH2:13][CH2:12]2)=[CH:7][N:6]=1)=[O:4].[OH-].[Na+].C1COCC1. The catalyst is O. The product is [N:11]1([C:8]2[N:9]=[CH:10][C:5]([C:3]([OH:4])=[O:2])=[N:6][CH:7]=2)[CH2:12][CH2:13][CH2:14][CH2:15][CH2:16]1. The yield is 0.700. (2) The reactants are C(=O)([O-])[O-].[K+].[K+].BrCCOC1CCCCO1.[CH2:17]([O:24][C:25]1[C:26]([CH2:56][CH3:57])=[C:27]([CH2:40][C:41]2[O:45][C:44](=[O:46])[N:43]([CH2:47][CH2:48][O:49]C3CCCCO3)[N:42]=2)[C:28]([Br:39])=[C:29]([O:31][CH2:32][C:33]2[CH:38]=[CH:37][CH:36]=[CH:35][CH:34]=2)[CH:30]=1)[C:18]1[CH:23]=[CH:22][CH:21]=[CH:20][CH:19]=1.Cl. The catalyst is CO.CN(C)C=O. The product is [CH2:17]([O:24][C:25]1[C:26]([CH2:56][CH3:57])=[C:27]([CH2:40][C:41]2[O:45][C:44](=[O:46])[N:43]([CH2:47][CH2:48][OH:49])[N:42]=2)[C:28]([Br:39])=[C:29]([O:31][CH2:32][C:33]2[CH:38]=[CH:37][CH:36]=[CH:35][CH:34]=2)[CH:30]=1)[C:18]1[CH:19]=[CH:20][CH:21]=[CH:22][CH:23]=1. The yield is 0.750. (3) The reactants are [CH3:1][C:2]1([CH3:21])[CH2:8][C:7]([CH2:13][C:14]#[CH:15])([C:9]([F:12])([F:11])[F:10])[O:6][CH:5]([OH:16])[C:4]2[CH:17]=[CH:18][CH:19]=[CH:20][C:3]1=2.CC(=CC)C.C1C[O:30]CC1.Cl([O-])=O.[Na+].P([O-])([O-])(O)=O.[Na+].[Na+]. The catalyst is C(O)(C)(C)C.O. The product is [OH:6][C:7]([C:9]([F:12])([F:11])[F:10])([CH2:13][C:14]#[CH:15])[CH2:8][C:2]([C:3]1[CH:20]=[CH:19][CH:18]=[CH:17][C:4]=1[C:5]([OH:30])=[O:16])([CH3:21])[CH3:1]. The yield is 0.870. (4) The reactants are [CH3:1][NH:2][C@@H:3]1[C:11]2[C:6](=[CH:7][CH:8]=[CH:9][CH:10]=2)[CH2:5][CH2:4]1.C(NS(=O)(=O)[O:33][CH2:34][C@@H:35]1[C@@H:42]2[C@@H:38]([O:39][C:40]([CH3:44])([CH3:43])[O:41]2)[C@H:37]([N:45]2[CH:53]=[N:52][C:51]3[C:46]2=[N:47][CH:48]=[N:49][C:50]=3Cl)[O:36]1)(C1C=CC=CC=1)(C1C=CC=CC=1)C1C=CC=CC=1.CCN(C(C)C)C(C)C. The catalyst is C(O)C. The product is [C@@H:3]1([N:2]([CH3:1])[C:50]2[N:49]=[CH:48][N:47]=[C:46]3[C:51]=2[N:52]=[CH:53][N:45]3[C@H:37]2[C@@H:38]3[O:39][C:40]([CH3:44])([CH3:43])[O:41][C@@H:42]3[C@@H:35]([CH2:34][OH:33])[O:36]2)[C:11]2[C:6](=[CH:7][CH:8]=[CH:9][CH:10]=2)[CH2:5][CH2:4]1. The yield is 0.550. (5) The reactants are [CH3:1][O:2][C:3](=[O:13])[C@@H:4]([NH2:12])[CH2:5][CH:6]1[CH2:11][CH2:10][CH2:9][CH2:8][CH2:7]1.C(N(CC)C(C)C)(C)C.C([O:25][C:26](=O)/[CH:27]=[C:28](/[O:31][C:32]1[CH:33]=[N:34][C:35]([CH3:38])=[CH:36][CH:37]=1)\[CH2:29]Br)C. The catalyst is CN(C)C=O. The product is [CH3:1][O:2][C:3](=[O:13])[C@@H:4]([N:12]1[CH2:29][C:28]([O:31][C:32]2[CH:33]=[N:34][C:35]([CH3:38])=[CH:36][CH:37]=2)=[CH:27][C:26]1=[O:25])[CH2:5][CH:6]1[CH2:11][CH2:10][CH2:9][CH2:8][CH2:7]1. The yield is 0.150.